From a dataset of Full USPTO retrosynthesis dataset with 1.9M reactions from patents (1976-2016). Predict the reactants needed to synthesize the given product. Given the product [CH2:2]([O:3][C:4]([C:6]1[NH:7][C:8]2[C:13]([CH:14]=1)=[CH:12][C:11]([C:15]([O:17][CH2:19][CH3:20])=[O:16])=[CH:10][CH:9]=2)=[O:5])[CH3:1], predict the reactants needed to synthesize it. The reactants are: [CH3:1][CH2:2][O:3][C:4]([C:6]1[NH:7][C:8]2[C:13]([CH:14]=1)=[CH:12][C:11]([C:15]([OH:17])=[O:16])=[CH:10][CH:9]=2)=[O:5].Cl.[CH3:19][CH2:20]O.